This data is from Reaction yield outcomes from USPTO patents with 853,638 reactions. The task is: Predict the reaction yield, written as a fraction of the theoretical maximum amount of product (1.0 means a 100% yield; for example, 0.34 means a 34% yield). (1) The reactants are [CH:1]1[C:14]2[CH:13]=[C:12](B(O)O)[C:11]3[C:6](=[CH:7][CH:8]=[CH:9][CH:10]=3)[C:5]=2[CH:4]=[CH:3][CH:2]=1.[Br:18][C:19]1[CH:24]=[CH:23][C:22](I)=[CH:21][CH:20]=1.C(=O)([O-])[O-].[Na+].[Na+]. The catalyst is C1C=CC([P]([Pd]([P](C2C=CC=CC=2)(C2C=CC=CC=2)C2C=CC=CC=2)([P](C2C=CC=CC=2)(C2C=CC=CC=2)C2C=CC=CC=2)[P](C2C=CC=CC=2)(C2C=CC=CC=2)C2C=CC=CC=2)(C2C=CC=CC=2)C2C=CC=CC=2)=CC=1.C1(C)C=CC=CC=1. The product is [Br:18][C:19]1[CH:24]=[CH:23][C:22]([C:12]2[C:11]3[C:6]([C:5]4[CH:4]=[CH:3][CH:2]=[CH:1][C:14]=4[CH:13]=2)=[CH:7][CH:8]=[CH:9][CH:10]=3)=[CH:21][CH:20]=1. The yield is 0.720. (2) The reactants are I[C:2]1[CH:3]=[C:4]([CH:9]=[CH:10][C:11]=1[NH:12][C:13](=O)[C:14](F)(F)F)[C:5]([O:7][CH3:8])=[O:6].C([C:21]1[CH:26]=[CH:25][CH:24]=[CH:23][CH:22]=1)#C.CN(C)C(N(C)C)=N. The catalyst is CN(C)C=O.Cl[Pd](Cl)([P](C1C=CC=CC=1)(C1C=CC=CC=1)C1C=CC=CC=1)[P](C1C=CC=CC=1)(C1C=CC=CC=1)C1C=CC=CC=1.[Cu]I. The product is [C:21]1([C:13]2[NH:12][C:11]3[C:10]([CH:14]=2)=[CH:9][C:4]([C:5]([O:7][CH3:8])=[O:6])=[CH:3][CH:2]=3)[CH:26]=[CH:25][CH:24]=[CH:23][CH:22]=1. The yield is 0.500. (3) The reactants are [C:1]([N:4]1[CH2:9][CH2:8][NH:7][CH2:6][CH2:5]1)(=[O:3])[CH3:2].Cl[C:11]1[N:16]=[C:15]([C:17]2[N:18]([CH3:26])[C:19]3[C:24]([CH:25]=2)=[CH:23][CH:22]=[CH:21][CH:20]=3)[N:14]=[C:13]([NH:27][C:28]2[CH:32]=[C:31]([CH3:33])[NH:30][N:29]=2)[CH:12]=1. No catalyst specified. The product is [CH3:33][C:31]1[NH:30][N:29]=[C:28]([NH:27][C:13]2[N:14]=[C:15]([C:17]3[N:18]([CH3:26])[C:19]4[C:24]([CH:25]=3)=[CH:23][CH:22]=[CH:21][CH:20]=4)[N:16]=[C:11]([N:7]3[CH2:8][CH2:9][N:4]([C:1](=[O:3])[CH3:2])[CH2:5][CH2:6]3)[CH:12]=2)[CH:32]=1. The yield is 0.741. (4) The reactants are [CH3:1][C:2]1[CH:3]=[N:4][C:5]([NH:11][CH:12]2[CH2:17][CH2:16][S:15][CH2:14][CH2:13]2)=[C:6]([CH:10]=1)[C:7]([OH:9])=O.CN(C(ON1N=NC2C=CC=NC1=2)=[N+](C)C)C.F[P-](F)(F)(F)(F)F.CCN(C(C)C)C(C)C.[C:51]([O:55][C:56](=[O:65])[NH:57][CH:58]1[CH2:63][CH2:62][CH:61]([NH2:64])[CH2:60][CH2:59]1)([CH3:54])([CH3:53])[CH3:52]. The catalyst is CN1C(=O)CCC1. The product is [CH3:1][C:2]1[CH:10]=[C:6]([C:7]([NH:64][C@@H:61]2[CH2:62][CH2:63][C@H:58]([NH:57][C:56](=[O:65])[O:55][C:51]([CH3:53])([CH3:52])[CH3:54])[CH2:59][CH2:60]2)=[O:9])[C:5]([NH:11][CH:12]2[CH2:17][CH2:16][S:15][CH2:14][CH2:13]2)=[N:4][CH:3]=1. The yield is 0.270. (5) The reactants are [S:1]1[CH:5]=[CH:4][CH:3]=[C:2]1[CH:6]=O.[CH3:8][C:9]([CH3:11])=[O:10].[OH-].[Na+].O. The catalyst is C(O)C. The product is [S:1]1[CH:5]=[CH:4][CH:3]=[C:2]1[CH:6]=[CH:8][C:9](=[O:10])[CH:11]=[CH:6][C:2]1[S:1][CH:5]=[CH:4][CH:3]=1. The yield is 0.820. (6) The reactants are [CH3:1][C:2]([C:4]1[CH:9]=[CH:8][C:7]([N+:10]([O-:12])=O)=[CH:6][CH:5]=1)=O.S([CH2:23][N+:24]#[C-])(C1C=CC(C)=CC=1)(=O)=O.CC(C)([O-])C.[K+].[OH2:32]. The catalyst is COCCOCCOC. The product is [N+:10]([C:7]1[CH:6]=[CH:5][C:4]([CH:2]([CH3:1])[C:23]#[N:24])=[CH:9][CH:8]=1)([O-:12])=[O:32]. The yield is 0.770. (7) The reactants are [CH3:1][C:2]([NH:4][C:5]1[C:14]2[C:9](=[CH:10][CH:11]=[CH:12][CH:13]=2)[CH:8]=[CH:7][C:6]=1[C:15]([OH:24])([C:20]([F:23])([F:22])[F:21])[C:16]([F:19])([F:18])[F:17])=[O:3].C([O-])(=O)C.[Na+].[Br:30]Br. The catalyst is C(O)(=O)C.O1CCCC1. The product is [Br:30][C:8]1[C:9]2[C:14](=[CH:13][CH:12]=[CH:11][CH:10]=2)[C:5]([NH:4][C:2](=[O:3])[CH3:1])=[C:6]([C:15]([OH:24])([C:16]([F:19])([F:18])[F:17])[C:20]([F:21])([F:22])[F:23])[CH:7]=1. The yield is 0.370. (8) The reactants are [CH3:1][O:2][C:3]1[CH:4]=[C:5]([N:12]2[CH2:17][CH2:16][CH:15]([N:18]3[CH2:23][CH2:22][N:21]([CH3:24])[CH2:20][CH2:19]3)[CH2:14][CH2:13]2)[CH:6]=[CH:7][C:8]=1[N+:9]([O-])=O.Cl. The catalyst is C(O)C.[Pd]. The product is [CH3:1][O:2][C:3]1[CH:4]=[C:5]([N:12]2[CH2:17][CH2:16][CH:15]([N:18]3[CH2:19][CH2:20][N:21]([CH3:24])[CH2:22][CH2:23]3)[CH2:14][CH2:13]2)[CH:6]=[CH:7][C:8]=1[NH2:9]. The yield is 0.880.